Dataset: Reaction yield outcomes from USPTO patents with 853,638 reactions. Task: Predict the reaction yield, written as a fraction of the theoretical maximum amount of product (1.0 means a 100% yield; for example, 0.34 means a 34% yield). (1) The reactants are [NH2:1][C:2]1[O:6][N:5]=[C:4]([C:7]([CH3:11])([CH3:10])[C:8]#[N:9])[CH:3]=1.C(C1C=C(N[C:21](=[O:29])[O:22][C:23]2[CH:28]=[CH:27][CH:26]=[CH:25][CH:24]=2)ON=1)(C)C. No catalyst specified. The product is [C:8]([C:7]([C:4]1[CH:3]=[C:2]([NH:1][C:21](=[O:29])[O:22][C:23]2[CH:28]=[CH:27][CH:26]=[CH:25][CH:24]=2)[O:6][N:5]=1)([CH3:11])[CH3:10])#[N:9]. The yield is 0.400. (2) The reactants are [CH2:1]([O:8][C:9]1[CH:10]=[C:11]2[C:15](=[CH:16][CH:17]=1)[NH:14][CH:13]=[CH:12]2)[C:2]1[CH:7]=[CH:6][CH:5]=[CH:4][CH:3]=1.C(OC(=O)[CH:22]([C:24]1[CH:29]=[CH:28][CH:27]=[CH:26][CH:25]=1)[CH3:23])C.[F-].C([N+](CCCC)(CCCC)CCCC)CCC.[C:49]([O:52][CH2:53][CH3:54])(=[O:51])C.CCCCCC. No catalyst specified. The product is [CH2:53]([O:52][C:49](=[O:51])[CH:23]=[C:22]([N:14]1[C:15]2[C:11](=[CH:10][C:9]([O:8][CH2:1][C:2]3[CH:3]=[CH:4][CH:5]=[CH:6][CH:7]=3)=[CH:17][CH:16]=2)[CH:12]=[CH:13]1)[C:24]1[CH:25]=[CH:26][CH:27]=[CH:28][CH:29]=1)[CH3:54]. The yield is 0.680. (3) The reactants are Br[CH2:2][C:3]1[NH:8][C:7]([C:9]2[S:10][CH:11]=[CH:12][N:13]=2)=[N:6][CH:5]([C:14]2[CH:19]=[CH:18][C:17]([Cl:20])=[CH:16][C:15]=2[Cl:21])[C:4]=1[C:22]([O:24][CH3:25])=[O:23].[CH3:26][C@H:27]1[O:32][CH2:31][CH2:30][NH:29][C@@H:28]1[C:33]([OH:35])=[O:34]. No catalyst specified. The product is [Cl:21][C:15]1[CH:16]=[C:17]([Cl:20])[CH:18]=[CH:19][C:14]=1[CH:5]1[N:6]=[C:7]([C:9]2[S:10][CH:11]=[CH:12][N:13]=2)[NH:8][C:3]([CH2:2][N:29]2[CH2:30][CH2:31][O:32][C@H:27]([CH3:26])[C@H:28]2[C:33]([OH:35])=[O:34])=[C:4]1[C:22]([O:24][CH3:25])=[O:23]. The yield is 0.510. (4) The reactants are [C:1]([O:9]C)(=O)[C:2]1[CH:7]=[CH:6][CH:5]=[CH:4][CH:3]=1.[NH2:11][CH2:12][CH2:13][OH:14]. The catalyst is C(Cl)Cl. The product is [OH:14][CH2:13][CH2:12][NH:11][C:1](=[O:9])[C:2]1[CH:3]=[CH:4][CH:5]=[CH:6][CH:7]=1. The yield is 0.110. (5) The reactants are [CH2:1]([O:8][C:9]1[CH:34]=[CH:33][C:12]([O:13][C:14]2[CH:19]=[CH:18][C:17]([NH:20][C:21](=[O:29])[C:22]3[CH:27]=[CH:26][C:25]([Br:28])=[CH:24][CH:23]=3)=[CH:16][C:15]=2[N+:30]([O-])=O)=[CH:11][CH:10]=1)[C:2]1[CH:7]=[CH:6][CH:5]=[CH:4][CH:3]=1.[Cl-].[NH4+].CO.C1COCC1. The catalyst is [Fe].O. The product is [NH2:30][C:15]1[CH:16]=[C:17]([NH:20][C:21](=[O:29])[C:22]2[CH:23]=[CH:24][C:25]([Br:28])=[CH:26][CH:27]=2)[CH:18]=[CH:19][C:14]=1[O:13][C:12]1[CH:11]=[CH:10][C:9]([O:8][CH2:1][C:2]2[CH:7]=[CH:6][CH:5]=[CH:4][CH:3]=2)=[CH:34][CH:33]=1. The yield is 0.730.